Task: Predict the product of the given reaction.. Dataset: Forward reaction prediction with 1.9M reactions from USPTO patents (1976-2016) (1) Given the reactants [Cl:1][C:2]1[CH:3]=[C:4]2[C:8](=[CH:9][CH:10]=1)[N:7]([CH2:11][CH2:12][CH2:13][C:14]#[N:15])[C:6]([C:16](O)=[O:17])=[CH:5]2.CCN(C(C)C)C(C)C.C(OC(Cl)=O)C(C)C.[BH4-].[Na+].C(O)(=O)CC(CC(O)=O)(C(O)=O)O, predict the reaction product. The product is: [Cl:1][C:2]1[CH:3]=[C:4]2[C:8](=[CH:9][CH:10]=1)[N:7]([CH2:11][CH2:12][CH2:13][C:14]#[N:15])[C:6]([CH2:16][OH:17])=[CH:5]2. (2) Given the reactants C(O[CH2:9][C@H:10]1[CH2:19][C@@:18]23[CH2:20][CH2:21][C@:11]1([O:35][CH3:36])[C@@H:12]1[O:29][C:27]4=[C:28]5[C@@:13]12[CH2:14][CH2:15][N:16]([CH2:31][CH:32]1[CH2:34][CH2:33]1)[C@@H:17]3[CH2:22][C:23]5=[CH:24][CH:25]=[C:26]4F)C1C=CC=CC=1.[BH-](OC(C)=O)(OC(C)=O)[O:38][C:39](C)=O.[Na+].[CH2:51]([NH2:58])[C:52]1[CH:57]=[CH:56][CH:55]=[CH:54][CH:53]=1.C(O)(=O)C, predict the reaction product. The product is: [CH2:51]([NH:58][CH2:9][C@H:10]1[CH2:19][C@@:18]23[CH2:20][CH2:21][C@:11]1([O:35][CH3:36])[C@@H:12]1[O:29][C:27]4=[C:28]5[C@@:13]12[CH2:14][CH2:15][N:16]([CH2:31][CH:32]1[CH2:33][CH2:34]1)[C@@H:17]3[CH2:22][C:23]5=[CH:24][CH:25]=[C:26]4[O:38][CH3:39])[C:52]1[CH:57]=[CH:56][CH:55]=[CH:54][CH:53]=1. (3) Given the reactants [C:1]([O:5][C:6]([N:8]1[CH2:13][CH2:12][N:11]([C:14]2[CH:19]=[C:18]([OH:20])[CH:17]=[CH:16][C:15]=2[NH:21][C:22]([C:24]2[C:33]3[C:28](=[CH:29][CH:30]=[CH:31][CH:32]=3)[CH:27]=[CH:26][CH:25]=2)=[O:23])[CH2:10][CH2:9]1)=[O:7])([CH3:4])([CH3:3])[CH3:2].CCN(C(C)C)C(C)C.C1C=CC(N([S:50]([C:53]([F:56])([F:55])[F:54])(=[O:52])=[O:51])[S:50]([C:53]([F:56])([F:55])[F:54])(=[O:52])=[O:51])=CC=1, predict the reaction product. The product is: [C:1]([O:5][C:6]([N:8]1[CH2:13][CH2:12][N:11]([C:14]2[CH:19]=[C:18]([O:20][S:50]([C:53]([F:56])([F:55])[F:54])(=[O:52])=[O:51])[CH:17]=[CH:16][C:15]=2[NH:21][C:22]([C:24]2[C:33]3[C:28](=[CH:29][CH:30]=[CH:31][CH:32]=3)[CH:27]=[CH:26][CH:25]=2)=[O:23])[CH2:10][CH2:9]1)=[O:7])([CH3:4])([CH3:2])[CH3:3]. (4) The product is: [CH3:14][N:13]([CH2:15][CH:16]1[CH2:25][C:24]2[C:19](=[CH:20][C:21]([NH:26][C:27]([C:29]3[CH:30]=[CH:31][C:32]([C:35]4[CH:40]=[CH:39][CH:38]=[CH:37][CH:36]=4)=[CH:33][CH:34]=3)=[O:28])=[CH:22][CH:23]=2)[N:18]([S:2]([CH3:1])(=[O:4])=[O:3])[CH2:17]1)[CH3:12]. Given the reactants [CH3:1][S:2](Cl)(=[O:4])=[O:3].N1C=CC=CC=1.[CH3:12][N:13]([CH2:15][CH:16]1[CH2:25][C:24]2[C:19](=[CH:20][C:21]([NH:26][C:27]([C:29]3[CH:34]=[CH:33][C:32]([C:35]4[CH:40]=[CH:39][CH:38]=[CH:37][CH:36]=4)=[CH:31][CH:30]=3)=[O:28])=[CH:22][CH:23]=2)[NH:18][CH2:17]1)[CH3:14].C(=O)([O-])[O-].[K+].[K+], predict the reaction product. (5) Given the reactants [CH:1]1([S:4]([NH:7][CH2:8][C:9]2[CH:14]=[CH:13][CH:12]=[C:11]([N+:15]([O-])=O)[CH:10]=2)(=[O:6])=[O:5])[CH2:3][CH2:2]1, predict the reaction product. The product is: [CH:1]1([S:4]([NH:7][CH2:8][C:9]2[CH:14]=[CH:13][CH:12]=[C:11]([NH2:15])[CH:10]=2)(=[O:6])=[O:5])[CH2:3][CH2:2]1. (6) Given the reactants [CH2:1]1[C:9]2[C:4](=[CH:5][C:6]([CH:10]=[N:11]O)=[CH:7][CH:8]=2)[CH2:3][CH2:2]1.[ClH:13], predict the reaction product. The product is: [ClH:13].[CH2:1]1[C:9]2[C:4](=[CH:5][C:6]([CH2:10][NH2:11])=[CH:7][CH:8]=2)[CH2:3][CH2:2]1. (7) Given the reactants [Br:1][C:2]1[CH:3]=[C:4]2[C:9](=[CH:10][CH:11]=1)[NH:8][CH2:7][CH2:6][CH2:5]2.[CH2:12]([S:14](Cl)(=[O:16])=[O:15])[CH3:13], predict the reaction product. The product is: [Br:1][C:2]1[CH:3]=[C:4]2[C:9](=[CH:10][CH:11]=1)[N:8]([S:14]([CH2:12][CH3:13])(=[O:16])=[O:15])[CH2:7][CH2:6][CH2:5]2.